This data is from Reaction yield outcomes from USPTO patents with 853,638 reactions. The task is: Predict the reaction yield, written as a fraction of the theoretical maximum amount of product (1.0 means a 100% yield; for example, 0.34 means a 34% yield). (1) The reactants are [N+:1](/[CH:4]=[CH:5]/[C:6]1[CH:11]=[CH:10][C:9]([O:12][C:13]2[CH:18]=[CH:17][CH:16]=[CH:15][CH:14]=2)=[CH:8][CH:7]=1)([O-:3])=[O:2].[BH4-].[Na+].O. The catalyst is CO. The product is [N+:1]([CH2:4][CH2:5][C:6]1[CH:11]=[CH:10][C:9]([O:12][C:13]2[CH:18]=[CH:17][CH:16]=[CH:15][CH:14]=2)=[CH:8][CH:7]=1)([O-:3])=[O:2]. The yield is 0.280. (2) The reactants are [CH3:1][N:2]1[CH:6]=[C:5]([CH3:7])[N:4]=[N:3]1.[Li]CCCC.[CH2:13]([Sn:17](Cl)([CH2:22][CH2:23][CH2:24][CH3:25])[CH2:18][CH2:19][CH2:20][CH3:21])[CH2:14][CH2:15][CH3:16].[NH4+].[Cl-]. The catalyst is C1COCC1.O. The product is [CH3:1][N:2]1[C:6]([Sn:17]([CH2:18][CH2:19][CH2:20][CH3:21])([CH2:22][CH2:23][CH2:24][CH3:25])[CH2:13][CH2:14][CH2:15][CH3:16])=[C:5]([CH3:7])[N:4]=[N:3]1. The yield is 0.730. (3) The reactants are [C:1]([NH:18][C@H:19]([C:24](O)=O)[C:20]([CH3:23])([CH3:22])[CH3:21])([O:3]CC1C2C(=CC=CC=2)C2C1=CC=CC=2)=O.[NH2:27][C@H:28](C(O)=O)[CH2:29][CH:30]([CH3:32])[CH3:31]. No catalyst specified. The product is [C:20]([C@@H:19]1[NH:18][C:1](=[O:3])[C@H:28]([CH2:29][CH:30]([CH3:32])[CH3:31])[NH:27][CH2:24]1)([CH3:21])([CH3:22])[CH3:23]. The yield is 0.158. (4) The reactants are [C:1]([C:3]1[CH:8]=[CH:7][CH:6]=[C:5]([C:9]2[O:13][C:12]([CH:14]([OH:31])[CH2:15][CH2:16][C:17]3[CH:22]=[CH:21][C:20]([CH2:23][O:24][C:25]4[CH:30]=[CH:29][CH:28]=[CH:27][CH:26]=4)=[CH:19][CH:18]=3)=[N:11][CH:10]=2)[N:4]=1)#[N:2].CC(OI1(OC(C)=O)(OC(C)=O)OC(=O)C2C=CC=CC1=2)=O.C([O-])(O)=O.[Na+]. The catalyst is C(Cl)Cl. The product is [C:1]([C:3]1[CH:8]=[CH:7][CH:6]=[C:5]([C:9]2[O:13][C:12]([C:14](=[O:31])[CH2:15][CH2:16][C:17]3[CH:22]=[CH:21][C:20]([CH2:23][O:24][C:25]4[CH:26]=[CH:27][CH:28]=[CH:29][CH:30]=4)=[CH:19][CH:18]=3)=[N:11][CH:10]=2)[N:4]=1)#[N:2]. The yield is 0.740. (5) The reactants are [OH:1][C:2]1[C:11]2[C:6](=[CH:7][CH:8]=[CH:9][CH:10]=2)[N:5]=[C:4]([C:12]([OH:14])=O)[CH:3]=1.[CH2:15]([NH:17][CH3:18])[CH3:16].CCN=C=NCCCN(C)C.Cl.C1C=CC2N(O)N=NC=2C=1.O.C(=O)([O-])O.[Na+]. The catalyst is CN(C=O)C. The product is [CH2:15]([N:17]([CH3:18])[C:12]([C:4]1[CH:3]=[C:2]([OH:1])[C:11]2[C:6](=[CH:7][CH:8]=[CH:9][CH:10]=2)[N:5]=1)=[O:14])[CH3:16]. The yield is 0.500. (6) The reactants are [Br:1][C:2]1[CH:3]=[C:4]([OH:9])[CH:5]=[C:6]([F:8])[CH:7]=1.N1C=CN=C1.[C:15]([Si:19](Cl)([C:26]1[CH:31]=[CH:30][CH:29]=[CH:28][CH:27]=1)[C:20]1[CH:25]=[CH:24][CH:23]=[CH:22][CH:21]=1)([CH3:18])([CH3:17])[CH3:16]. The catalyst is C1COCC1. The product is [Br:1][C:2]1[CH:3]=[C:4]([CH:5]=[C:6]([F:8])[CH:7]=1)[O:9][Si:19]([C:15]([CH3:18])([CH3:17])[CH3:16])([C:26]1[CH:27]=[CH:28][CH:29]=[CH:30][CH:31]=1)[C:20]1[CH:25]=[CH:24][CH:23]=[CH:22][CH:21]=1. The yield is 0.580. (7) The reactants are [N:1]1[C:2]([C:10]([OH:12])=O)=[CH:3][N:4]2[CH:9]=[CH:8][CH:7]=[CH:6][C:5]=12.[C:13]([C:17]1[N:26]=[C:25]([N:27]2[CH2:32][CH2:31][N:30]([CH2:33][CH2:34][CH2:35][CH2:36][NH2:37])[CH2:29][CH2:28]2)[C:24]2[C:19](=[CH:20][CH:21]=[CH:22][CH:23]=2)[N:18]=1)([CH3:16])([CH3:15])[CH3:14]. The catalyst is C(Cl)(Cl)Cl.CO. The product is [C:13]([C:17]1[N:26]=[C:25]([N:27]2[CH2:32][CH2:31][N:30]([CH2:33][CH2:34][CH2:35][CH2:36][NH:37][C:10]([C:2]3[N:1]=[C:5]4[CH:6]=[CH:7][CH:8]=[CH:9][N:4]4[CH:3]=3)=[O:12])[CH2:29][CH2:28]2)[C:24]2[C:19](=[CH:20][CH:21]=[CH:22][CH:23]=2)[N:18]=1)([CH3:16])([CH3:14])[CH3:15]. The yield is 0.180. (8) The reactants are CC1(C)COB(B2OCC(C)(C)CO2)OC1.C([O-])(=O)C.[K+].Br[C:23]1[CH:28]=[CH:27][C:26]([CH:29]2[CH2:34][CH2:33][N:32]([CH3:35])[CH2:31][CH2:30]2)=[CH:25][CH:24]=1.Br[C:37]1[CH:38]=[C:39]2[C:43](=[CH:44][C:45]=1[Cl:46])[NH:42][N:41]=[C:40]2[C:47]([OH:49])=[O:48].C(=O)([O-])[O-].[K+].[K+]. The catalyst is O1CCOCC1.C1(C)C=CC=CC=1.CCO.C1C=CC(P(C2C=CC=CC=2)[C-]2C=CC=C2)=CC=1.C1C=CC(P(C2C=CC=CC=2)[C-]2C=CC=C2)=CC=1.Cl[Pd]Cl.[Fe+2].ClCCl. The product is [Cl:46][C:45]1[CH:44]=[C:43]2[C:39]([C:40]([C:47]([OH:49])=[O:48])=[N:41][NH:42]2)=[CH:38][C:37]=1[C:23]1[CH:28]=[CH:27][C:26]([CH:29]2[CH2:34][CH2:33][N:32]([CH3:35])[CH2:31][CH2:30]2)=[CH:25][CH:24]=1. The yield is 0.0900. (9) The reactants are [Si:1]([O:18][CH2:19][C:20](=[CH2:23])[CH2:21][OH:22])([C:14]([CH3:17])([CH3:16])[CH3:15])([C:8]1[CH:13]=[CH:12][CH:11]=[CH:10][CH:9]=1)[C:2]1[CH:7]=[CH:6][CH:5]=[CH:4][CH:3]=1. The catalyst is ClCCl.[Ru]([O-])(=O)(=O)=O.C([N+](CCC)(CCC)CCC)CC. The product is [Si:1]([O:18][CH2:19][C:20](=[CH2:23])[CH:21]=[O:22])([C:14]([CH3:16])([CH3:17])[CH3:15])([C:8]1[CH:9]=[CH:10][CH:11]=[CH:12][CH:13]=1)[C:2]1[CH:3]=[CH:4][CH:5]=[CH:6][CH:7]=1. The yield is 0.830.